The task is: Predict the reactants needed to synthesize the given product.. This data is from Full USPTO retrosynthesis dataset with 1.9M reactions from patents (1976-2016). Given the product [OH:26][C:25]([C:24]1[CH:23]=[CH:22][C:21]([Cl:20])=[CH:47][CH:46]=1)([C:6]1[N:2]([CH3:1])[CH:3]=[N:4][CH:5]=1)[C:27]1[CH:28]=[C:29]2[C:34](=[CH:35][CH:36]=1)[N:33]([CH3:37])[C:32](=[O:38])[CH:31]=[C:30]2[C:39]1[CH:44]=[CH:43][CH:42]=[C:41]([Cl:45])[CH:40]=1, predict the reactants needed to synthesize it. The reactants are: [CH3:1][N:2]1[CH:6]=[CH:5][N:4]=[CH:3]1.C([Li])CCC.Cl[Si](CC)(CC)CC.[Cl:20][C:21]1[CH:47]=[CH:46][C:24]([C:25]([C:27]2[CH:28]=[C:29]3[C:34](=[CH:35][CH:36]=2)[N:33]([CH3:37])[C:32](=[O:38])[CH:31]=[C:30]3[C:39]2[CH:44]=[CH:43][CH:42]=[C:41]([Cl:45])[CH:40]=2)=[O:26])=[CH:23][CH:22]=1.